From a dataset of Catalyst prediction with 721,799 reactions and 888 catalyst types from USPTO. Predict which catalyst facilitates the given reaction. Reactant: [Cl:1][C:2]1[S:6][C:5]([S:7](Cl)(=[O:9])=[O:8])=[CH:4][CH:3]=1.[Cl:11][C:12]1[CH:13]=[C:14]([CH:20]=[CH:21][C:22]=1[Cl:23])[CH2:15][NH:16][CH:17]([CH3:19])[CH3:18].C(N(CC)CC)C. Product: [Cl:1][C:2]1[S:6][C:5]([S:7]([N:16]([CH2:15][C:14]2[CH:20]=[CH:21][C:22]([Cl:23])=[C:12]([Cl:11])[CH:13]=2)[CH:17]([CH3:18])[CH3:19])(=[O:9])=[O:8])=[CH:4][CH:3]=1. The catalyst class is: 23.